From a dataset of Forward reaction prediction with 1.9M reactions from USPTO patents (1976-2016). Predict the product of the given reaction. (1) Given the reactants CNC1CCCCC1NC.[Cl:11][C:12]1[CH:17]=[CH:16][NH:15][C:14](=[O:18])[CH:13]=1.Br[C:20]1[CH:34]=[CH:33][C:23]([O:24][CH2:25][O:26][CH2:27][CH2:28][Si:29]([CH3:32])([CH3:31])[CH3:30])=[C:22]([O:35][CH3:36])[CH:21]=1.[O-]P([O-])([O-])=O.[K+].[K+].[K+], predict the reaction product. The product is: [Cl:11][C:12]1[CH:17]=[CH:16][N:15]([C:20]2[CH:34]=[CH:33][C:23]([O:24][CH2:25][O:26][CH2:27][CH2:28][Si:29]([CH3:31])([CH3:30])[CH3:32])=[C:22]([O:35][CH3:36])[CH:21]=2)[C:14](=[O:18])[CH:13]=1. (2) The product is: [I:1][C:2]1[CH:7]=[C:6]([Cl:33])[CH:5]=[CH:4][C:3]=1[NH:12][S:13]([CH3:16])(=[O:15])=[O:14]. Given the reactants [I:1][C:2]1[CH:7]=[C:6](C(F)(F)F)[CH:5]=[CH:4][C:3]=1[NH:12][S:13]([C:16]1C=CC=C(C(C)C)C=1)(=[O:15])=[O:14].IC1C=C([Cl:33])C=CC=1N.CS(Cl)(=O)=O, predict the reaction product. (3) Given the reactants Cl.[CH3:2][C:3]1[C:11]2[C:6](=[CH:7][CH:8]=[CH:9][CH:10]=2)[NH:5][C:4]=1[C:12]1[CH:13]=[N:14][CH:15]=[CH:16][CH:17]=1.C[Si]([N-][Si](C)(C)C)(C)C.[K+].[CH2:28](Br)[C:29]1[CH:34]=[CH:33][CH:32]=[CH:31][CH:30]=1, predict the reaction product. The product is: [CH2:28]([N:5]1[C:6]2[C:11](=[CH:10][CH:9]=[CH:8][CH:7]=2)[C:3]([CH3:2])=[C:4]1[C:12]1[CH:13]=[N:14][CH:15]=[CH:16][CH:17]=1)[C:29]1[CH:34]=[CH:33][CH:32]=[CH:31][CH:30]=1. (4) Given the reactants Cl[C:2]1[N:7]=[C:6]([NH:8][C:9]2[CH:14]=[CH:13][C:12]([O:15][CH3:16])=[CH:11][C:10]=2[NH:17][S:18]([CH3:21])(=[O:20])=[O:19])[C:5]([Cl:22])=[CH:4][N:3]=1.[Cl:23][C:24]1[CH:30]=[C:29]([O:31][CH3:32])[C:28]([O:33][CH3:34])=[CH:27][C:25]=1[NH2:26], predict the reaction product. The product is: [Cl:22][C:5]1[C:6]([NH:8][C:9]2[CH:14]=[CH:13][C:12]([O:15][CH3:16])=[CH:11][C:10]=2[NH:17][S:18]([CH3:21])(=[O:20])=[O:19])=[N:7][C:2]([NH:26][C:25]2[CH:27]=[C:28]([O:33][CH3:34])[C:29]([O:31][CH3:32])=[CH:30][C:24]=2[Cl:23])=[N:3][CH:4]=1. (5) Given the reactants [F:1][C:2]1[CH:3]=[C:4]2[C:9](=[CH:10][CH:11]=1)[N:8]=[CH:7][N:6]([C@@H:12]1[CH2:17][CH2:16][CH2:15][N:14](C(OC(C)(C)C)=O)[CH2:13]1)[C:5]2=[O:25].[ClH:26].CO, predict the reaction product. The product is: [ClH:26].[F:1][C:2]1[CH:3]=[C:4]2[C:9](=[CH:10][CH:11]=1)[N:8]=[CH:7][N:6]([C@@H:12]1[CH2:17][CH2:16][CH2:15][NH:14][CH2:13]1)[C:5]2=[O:25]. (6) Given the reactants [H-].[Na+].[Cl:3][C:4]1[CH:9]=[C:8]([S:10]([C:12]2[CH:17]=[CH:16][C:15]([OH:18])=[CH:14][CH:13]=2)=[O:11])[CH:7]=[CH:6][C:5]=1[NH:19][C:20](=[O:28])[C@:21]([OH:27])([CH3:26])[C:22]([F:25])([F:24])[F:23].Br[CH2:30][CH2:31][CH2:32][OH:33], predict the reaction product. The product is: [Cl:3][C:4]1[CH:9]=[C:8]([S:10]([C:12]2[CH:17]=[CH:16][C:15]([O:18][CH2:30][CH2:31][CH2:32][OH:33])=[CH:14][CH:13]=2)=[O:11])[CH:7]=[CH:6][C:5]=1[NH:19][C:20](=[O:28])[C@:21]([OH:27])([CH3:26])[C:22]([F:25])([F:23])[F:24]. (7) Given the reactants C([O:5][C:6](=[O:38])[CH2:7][NH:8][C:9]([C:11]1[CH:15]=[C:14]([O:16][CH2:17][C:18]([N:20]2[CH2:24][CH2:23][CH2:22][C@H:21]2[C:25](=[O:31])[NH:26][CH:27]2[CH2:30][CH2:29][CH2:28]2)=[O:19])[N:13]([C:32]2[CH:37]=[CH:36][CH:35]=[CH:34][CH:33]=2)[N:12]=1)=[O:10])(C)(C)C.C(O)(C(F)(F)F)=O, predict the reaction product. The product is: [CH:27]1([NH:26][C:25]([C@@H:21]2[CH2:22][CH2:23][CH2:24][N:20]2[C:18](=[O:19])[CH2:17][O:16][C:14]2[N:13]([C:32]3[CH:37]=[CH:36][CH:35]=[CH:34][CH:33]=3)[N:12]=[C:11]([C:9]([NH:8][CH2:7][C:6]([OH:38])=[O:5])=[O:10])[CH:15]=2)=[O:31])[CH2:30][CH2:29][CH2:28]1.